Dataset: Forward reaction prediction with 1.9M reactions from USPTO patents (1976-2016). Task: Predict the product of the given reaction. (1) Given the reactants Br[CH2:2][CH2:3][CH:4]([C:9]1[O:10][C:11]2[CH:18]=[C:17]([CH3:19])[CH:16]=[CH:15][C:12]=2[C:13]=1[CH3:14])[CH2:5][CH2:6][CH2:7][CH3:8].C(=O)([O-])[O-].[Cs+].[Cs+].[OH:26][C:27]1[CH:32]=[CH:31][C:30]([O:33][CH2:34][C:35]([O:37][CH2:38][CH3:39])=[O:36])=[C:29]([CH3:40])[CH:28]=1, predict the reaction product. The product is: [CH3:14][C:13]1[C:12]2[CH:15]=[CH:16][C:17]([CH3:19])=[CH:18][C:11]=2[O:10][C:9]=1[CH:4]([CH2:5][CH2:6][CH2:7][CH3:8])[CH2:3][CH2:2][O:26][C:27]1[CH:32]=[CH:31][C:30]([O:33][CH2:34][C:35]([O:37][CH2:38][CH3:39])=[O:36])=[C:29]([CH3:40])[CH:28]=1. (2) The product is: [Cl:1][C@@H:2]([C@H:8]([OH:12])[CH2:9][CH2:10][CH3:11])[C:3]([O:5][CH2:6][CH3:7])=[O:4]. Given the reactants [Cl:1][CH:2]([C:8](=[O:12])[CH2:9][CH2:10][CH3:11])[C:3]([O:5][CH2:6][CH3:7])=[O:4].C(N(CC)CC)C.C(O)=O, predict the reaction product.